Predict the reactants needed to synthesize the given product. From a dataset of Full USPTO retrosynthesis dataset with 1.9M reactions from patents (1976-2016). (1) Given the product [C:1]([C:3]1[CH:8]=[CH:7][C:6]([NH:9][C:10](=[O:28])[C:11]([CH:22]2[CH2:23][CH2:24][CH2:25][CH2:26][CH2:27]2)([OH:21])[CH2:12][C:13]2[CH:18]=[CH:17][CH:16]=[C:15]([CH:19]=[O:20])[CH:14]=2)=[CH:5][C:4]=1[C:29]([F:30])([F:32])[F:31])#[N:2], predict the reactants needed to synthesize it. The reactants are: [C:1]([C:3]1[CH:8]=[CH:7][C:6]([NH:9][C:10](=[O:28])[C:11]([CH:22]2[CH2:27][CH2:26][CH2:25][CH2:24][CH2:23]2)([OH:21])[CH2:12][C:13]2[CH:18]=[CH:17][CH:16]=[C:15]([CH2:19][OH:20])[CH:14]=2)=[CH:5][C:4]=1[C:29]([F:32])([F:31])[F:30])#[N:2].CC(OI1(OC(C)=O)(OC(C)=O)OC(=O)C2C=CC=CC1=2)=O.C(=O)([O-])O.[Na+].S([O-])([O-])(=O)=S.[Na+].[Na+]. (2) Given the product [Cl:1][C:2]1[CH:3]=[CH:4][C:5]([C@@:8]2([CH3:35])[C@:12]([C:14]3[CH:15]=[CH:16][C:17]([Cl:20])=[CH:18][CH:19]=3)([CH3:13])[N:11]([C:21]([N:53]3[CH2:54][CH2:55][N:50]([CH2:49][CH2:48][CH2:47][S:44]([CH3:43])(=[O:45])=[O:46])[CH2:51][CH2:52]3)=[O:22])[C:10]([C:24]3[CH:29]=[CH:28][C:27]([C:30]#[N:31])=[CH:26][C:25]=3[O:32][CH2:33][CH3:34])=[N:9]2)=[CH:6][CH:7]=1, predict the reactants needed to synthesize it. The reactants are: [Cl:1][C:2]1[CH:7]=[CH:6][C:5]([C:8]2([CH3:35])[C:12]([C:14]3[CH:19]=[CH:18][C:17]([Cl:20])=[CH:16][CH:15]=3)([CH3:13])[N:11]([C:21](Cl)=[O:22])[C:10]([C:24]3[CH:29]=[CH:28][C:27]([C:30]#[N:31])=[CH:26][C:25]=3[O:32][CH2:33][CH3:34])=[N:9]2)=[CH:4][CH:3]=1.C(N(CC)CC)C.[CH3:43][S:44]([CH2:47][CH2:48][CH2:49][N:50]1[CH2:55][CH2:54][NH:53][CH2:52][CH2:51]1)(=[O:46])=[O:45]. (3) Given the product [NH:2]1[C:10]2[C:5](=[CH:6][CH:7]=[CH:8][CH:9]=2)[C:4]2([CH2:15][CH2:14][CH2:13][CH2:18][CH2:17]2)[C:3]1=[O:11], predict the reactants needed to synthesize it. The reactants are: Br[N:2]1[C:10]2[C:5](=[CH:6][CH:7]=[CH:8][CH:9]=2)[CH2:4][C:3]1=[O:11].Cl[C:13]1[CH:14]=[C:15](B(O)O)C=[CH:17][CH:18]=1.C(=O)([O-])[O-].[Na+].[Na+]. (4) Given the product [Br:1][CH2:2][CH2:3][CH2:4][CH2:5][C:6]1[C:7](=[O:8])[C:9]2[C:10](=[CH:11][C:12]([O:17][CH3:18])=[C:13]([O:15][CH3:16])[CH:14]=2)[O:19][CH:20]=1, predict the reactants needed to synthesize it. The reactants are: [Br:1][CH2:2][CH2:3][CH2:4][CH2:5][CH2:6][C:7]([C:9]1[CH:14]=[C:13]([O:15][CH3:16])[C:12]([O:17][CH3:18])=[CH:11][C:10]=1[OH:19])=[O:8].[CH3:20]COCC.B(F)(F)F.P(Cl)(Cl)(Cl)(Cl)Cl. (5) Given the product [CH2:24]([N:1]1[C:9]2[C:4](=[CH:5][CH:6]=[CH:7][CH:8]=2)[C:3]([C:10]([C:12]2[CH:17]=[CH:16][CH:15]=[C:14]([OH:18])[CH:13]=2)=[O:11])=[N:2]1)/[CH:25]=[CH:26]/[CH3:27], predict the reactants needed to synthesize it. The reactants are: [NH:1]1[C:9]2[C:4](=[CH:5][CH:6]=[CH:7][CH:8]=2)[C:3]([C:10]([C:12]2[CH:17]=[CH:16][CH:15]=[C:14]([O:18]C)[CH:13]=2)=[O:11])=[N:2]1.[H-].[Na+].[H][H].[CH2:24](Br)[CH:25]=[CH:26][CH3:27].[Cl-].[Li+]. (6) Given the product [CH3:30][O:31][C:32](=[O:35])[CH2:33][N:27]1[CH2:28][CH2:29][N:24]([S:21]([C:3]2[CH:4]=[C:5]([C:6](=[O:7])[NH:8][CH:9]3[C:14]([CH3:15])([CH3:16])[CH:13]4[CH2:17][C:10]3([CH3:18])[CH2:11][CH2:12]4)[CH:19]=[CH:20][C:2]=2[CH3:1])(=[O:23])=[O:22])[CH2:25][CH2:26]1, predict the reactants needed to synthesize it. The reactants are: [CH3:1][C:2]1[CH:20]=[CH:19][C:5]([C:6]([NH:8][CH:9]2[C:14]([CH3:16])([CH3:15])[CH:13]3[CH2:17][C:10]2([CH3:18])[CH2:11][CH2:12]3)=[O:7])=[CH:4][C:3]=1[S:21]([N:24]1[CH2:29][CH2:28][NH:27][CH2:26][CH2:25]1)(=[O:23])=[O:22].[CH3:30][O:31][C:32](=[O:35])[CH2:33]Br.C(OC(=O)C)C.CCCCCC.